Dataset: Full USPTO retrosynthesis dataset with 1.9M reactions from patents (1976-2016). Task: Predict the reactants needed to synthesize the given product. (1) Given the product [I:1][C:2]1[CH:7]=[CH:6][C:5]([C:8]2[CH:13]=[CH:12][C:11]([OH:14])=[CH:10][C:9]=2[OH:16])=[CH:4][CH:3]=1, predict the reactants needed to synthesize it. The reactants are: [I:1][C:2]1[CH:7]=[CH:6][C:5]([C:8]2[CH:13]=[CH:12][C:11]([O:14]C)=[CH:10][C:9]=2[O:16]C)=[CH:4][CH:3]=1.B(Br)(Br)Br. (2) Given the product [C:20]([O:19][CH2:1][CH2:2][CH2:3][CH2:4][CH2:5][CH2:6][CH2:7][CH2:8][CH:9]=[CH:10][CH2:11][CH2:12][CH2:13][CH2:14][CH2:15][CH2:16][CH2:17][CH3:18])(=[O:30])[CH2:21][CH2:22][CH2:23][CH2:24][CH2:25][CH2:26][CH2:27][CH:28]=[CH2:29], predict the reactants needed to synthesize it. The reactants are: [CH2:1]([OH:19])[CH2:2][CH2:3][CH2:4][CH2:5][CH2:6][CH2:7][CH2:8]/[CH:9]=[CH:10]\[CH2:11][CH2:12][CH2:13][CH2:14][CH2:15][CH2:16][CH2:17][CH3:18].[C:20](O)(=[O:30])[CH2:21][CH2:22][CH2:23][CH2:24][CH2:25][CH2:26][CH2:27][CH:28]=[CH2:29]. (3) Given the product [CH2:13]([O:12][C:10]([NH:1][C@H:2]([C:6]([O:8][CH2:21][C:22](=[O:23])[C:24]1[CH:29]=[CH:28][CH:27]=[CH:26][CH:25]=1)=[O:7])[C@H:3]([CH3:5])[OH:4])=[O:11])[C:14]1[CH:19]=[CH:18][CH:17]=[CH:16][CH:15]=1, predict the reactants needed to synthesize it. The reactants are: [NH2:1][C@H:2]([C:6]([OH:8])=[O:7])[C@H:3]([CH3:5])[OH:4].Cl[C:10]([O:12][CH2:13][C:14]1[CH:19]=[CH:18][CH:17]=[CH:16][CH:15]=1)=[O:11].Br[CH2:21][C:22]([C:24]1[CH:29]=[CH:28][CH:27]=[CH:26][CH:25]=1)=[O:23].CCN(CC)CC. (4) Given the product [Si:1]([O:20][CH2:19][CH:16]([C:13]1[CH:12]=[CH:11][C:10]([Cl:9])=[CH:15][CH:14]=1)[C:17]#[N:18])([C:4]([CH3:7])([CH3:6])[CH3:5])([CH3:3])[CH3:2], predict the reactants needed to synthesize it. The reactants are: [Si:1](Cl)([C:4]([CH3:7])([CH3:6])[CH3:5])([CH3:3])[CH3:2].[Cl:9][C:10]1[CH:15]=[CH:14][C:13]([CH:16]([CH2:19][OH:20])[C:17]#[N:18])=[CH:12][CH:11]=1.N1C=CN=C1. (5) Given the product [Cl:1][C:2]1[CH:3]=[C:4]([C:9]2[CH:14]=[C:13]([C:15]([F:18])([F:17])[F:16])[N:12]=[C:11]([N:19]3[CH:23]=[C:22]([Sn:36]([CH2:37][CH2:38][CH2:39][CH3:40])([CH2:41][CH2:42][CH2:43][CH3:44])[CH2:32][CH2:33][CH2:34][CH3:35])[N:21]=[CH:20]3)[N:10]=2)[CH:5]=[CH:6][C:7]=1[Cl:8], predict the reactants needed to synthesize it. The reactants are: [Cl:1][C:2]1[CH:3]=[C:4]([C:9]2[CH:14]=[C:13]([C:15]([F:18])([F:17])[F:16])[N:12]=[C:11]([N:19]3[CH:23]=[C:22](I)[N:21]=[CH:20]3)[N:10]=2)[CH:5]=[CH:6][C:7]=1[Cl:8].[Cl-].[Li+].C([Mg]Cl)(C)C.[CH2:32]([Sn:36](Cl)([CH2:41][CH2:42][CH2:43][CH3:44])[CH2:37][CH2:38][CH2:39][CH3:40])[CH2:33][CH2:34][CH3:35].[Cl-].[NH4+]. (6) The reactants are: [S:1]1[CH:5]=[CH:4][C:3]2[CH:6]=[C:7]([C@@H:10]([OH:39])[CH2:11][S:12][C@@H:13]3[C@@H:16]([C:17]4[CH:22]=[CH:21][C:20]([O:23][Si:24]([CH3:30])([CH3:29])[C:25]([CH3:28])([CH3:27])[CH3:26])=[CH:19][CH:18]=4)[N:15]([C:31]4[CH:36]=[CH:35][C:34]([I:37])=[CH:33][CH:32]=4)[C:14]3=[O:38])[CH:8]=[CH:9][C:2]1=2.N1C=CN=C1.[Si:45](Cl)([C:48]([CH3:51])([CH3:50])[CH3:49])([CH3:47])[CH3:46].O. Given the product [S:1]1[CH:5]=[CH:4][C:3]2[CH:6]=[C:7]([C@@H:10]([O:39][Si:45]([CH3:47])([CH3:46])[C:48]([CH3:51])([CH3:50])[CH3:49])[CH2:11][S:12][C@@H:13]3[C@@H:16]([C:17]4[CH:22]=[CH:21][C:20]([O:23][Si:24]([CH3:30])([CH3:29])[C:25]([CH3:28])([CH3:26])[CH3:27])=[CH:19][CH:18]=4)[N:15]([C:31]4[CH:36]=[CH:35][C:34]([I:37])=[CH:33][CH:32]=4)[C:14]3=[O:38])[CH:8]=[CH:9][C:2]1=2, predict the reactants needed to synthesize it. (7) Given the product [CH:1]1([CH:6]([N:40]2[C:36](=[O:46])[C:37]3[C:38](=[CH:42][CH:43]=[CH:44][CH:45]=3)[C:39]2=[O:41])[CH2:7][NH:8][C:9](=[O:15])[O:10][C:11]([CH3:12])([CH3:13])[CH3:14])[CH2:17][CH2:2][CH2:3][CH2:4][CH2:5]1, predict the reactants needed to synthesize it. The reactants are: [CH:1]1([CH:6](O)[CH2:7][NH:8][C:9](=[O:15])[O:10][C:11]([CH3:14])([CH3:13])[CH3:12])[CH2:5][CH2:4][CH2:3][CH2:2]1.[C:17]1(P(C2C=CC=CC=2)C2C=CC=CC=2)C=CC=CC=1.[C:36]1(=[O:46])[NH:40][C:39](=[O:41])[C:38]2=[CH:42][CH:43]=[CH:44][CH:45]=[C:37]12. (8) The reactants are: [NH:1]([C:6]([O:8][C:9]([CH3:12])([CH3:11])[CH3:10])=[O:7])[CH2:2][C:3]([OH:5])=O.[CH3:13][C:14]1(C)OC(=O)CC(=O)[O:15]1.ClC(OC(C)C)=O. Given the product [OH:5][C:3]1[CH2:2][N:1]([C:6]([O:8][C:9]([CH3:12])([CH3:11])[CH3:10])=[O:7])[C:14](=[O:15])[CH:13]=1, predict the reactants needed to synthesize it.